Task: Predict the reactants needed to synthesize the given product.. Dataset: Full USPTO retrosynthesis dataset with 1.9M reactions from patents (1976-2016) (1) Given the product [CH2:49]([O:51][C:52](=[O:57])[CH2:53][CH2:54][CH2:55][NH:56][C:3]([C:5]1[C:6]([OH:31])=[C:7]2[C:12](=[CH:13][N:14]=1)[N:11]([CH2:15][C:16]1[CH:17]=[CH:18][CH:19]=[CH:20][CH:21]=1)[C:10](=[O:22])[C:9]([C:23]1[CH:24]=[CH:25][C:26]([O:29][CH3:30])=[CH:27][CH:28]=1)=[CH:8]2)=[O:2])[CH3:50], predict the reactants needed to synthesize it. The reactants are: C[O:2][C:3]([C:5]1[C:6]([OH:31])=[C:7]2[C:12](=[CH:13][N:14]=1)[N:11]([CH2:15][C:16]1[CH:21]=[CH:20][CH:19]=[CH:18][CH:17]=1)[C:10](=[O:22])[C:9]([C:23]1[CH:28]=[CH:27][C:26]([O:29][CH3:30])=[CH:25][CH:24]=1)=[CH:8]2)=O.[OH-].[Na+].C1C=CC2N(O)N=NC=2C=1.C(Cl)CCl.Cl.[CH2:49]([O:51][C:52](=[O:57])[CH2:53][CH2:54][CH2:55][NH2:56])[CH3:50].CCN(C(C)C)C(C)C. (2) Given the product [Cl:12][C:7]1[C:5]([OH:6])=[C:4]([C:3](=[O:13])[CH:14]([CH3:16])[CH3:15])[CH:10]=[C:9]([Cl:11])[CH:8]=1, predict the reactants needed to synthesize it. The reactants are: CO[C:3](=[O:13])[C:4]1[C:5](=[C:7]([Cl:12])[CH:8]=[C:9]([Cl:11])[CH:10]=1)[OH:6].[CH:14]([Mg]Cl)([CH3:16])[CH3:15]. (3) Given the product [F:32][C:2]([F:1])([F:33])[C:3]([NH:5][C@@H:6]1[CH2:31][CH2:30][N:9]2[C:10]3[CH:23]=[CH:22][C:21]([C:24]4[CH:2]=[CH:3][N:5]=[CH:6][N:25]=4)=[CH:20][C:11]=3[C@H:12]([CH3:19])[C:13]3[CH:18]=[CH:17][CH:16]=[CH:15][C:14]=3[C@H:8]2[CH2:7]1)=[O:4], predict the reactants needed to synthesize it. The reactants are: [F:1][C:2]([F:33])([F:32])[C:3]([NH:5][C@@H:6]1[CH2:31][CH2:30][N:9]2[C:10]3[CH:23]=[CH:22][C:21]([C:24]4[N:25]=NN(C)N=4)=[CH:20][C:11]=3[C@H:12]([CH3:19])[C:13]3[CH:18]=[CH:17][CH:16]=[CH:15][C:14]=3[C@H:8]2[CH2:7]1)=[O:4]. (4) Given the product [CH2:13]([O:12][C:10]([N:6]1[CH2:7][CH2:8][N:21]([C@H:22]([CH2:34][OH:35])[CH2:23][CH2:24][N:25]2[CH2:32][CH2:31][C:28]3([CH2:30][CH2:29]3)[C@H:27]([OH:33])[CH2:26]2)[C:3](=[O:20])[C@@H:4]1[CH3:5])=[O:11])[C:14]1[CH:15]=[CH:16][CH:17]=[CH:18][CH:19]=1, predict the reactants needed to synthesize it. The reactants are: CO[C:3](=[O:20])[C@@H:4]([N:6]([C:10]([O:12][CH2:13][C:14]1[CH:19]=[CH:18][CH:17]=[CH:16][CH:15]=1)=[O:11])[CH2:7][CH:8]=O)[CH3:5].[NH2:21][C@H:22]([CH2:34][OH:35])[CH2:23][CH2:24][N:25]1[CH2:32][CH2:31][C:28]2([CH2:30][CH2:29]2)[C@H:27]([OH:33])[CH2:26]1.[B-](OC(C)=O)(OC(C)=O)OC(C)=O.[Na+].C(O)(=O)C. (5) Given the product [F:32][C:22]1[CH:23]=[CH:24][C:19]([CH2:18][CH2:17][N:16]([C@H:25]2[CH2:26][CH2:27][C@H:28]([CH3:31])[CH2:29][CH2:30]2)[C:14](=[O:15])[NH:13][C:11]2[S:12][C:8]([S:7][C:2]([CH3:1])([CH3:6])[C:3]([OH:5])=[O:4])=[CH:9][N:10]=2)=[CH:20][CH:21]=1, predict the reactants needed to synthesize it. The reactants are: [CH3:1][C:2]([S:7][C:8]1[S:12][C:11]([NH:13][C:14]([N:16]([C@H:25]2[CH2:30][CH2:29][C@H:28]([CH3:31])[CH2:27][CH2:26]2)[CH2:17][CH2:18][C:19]2[CH:24]=[CH:23][CH:22]=[CH:21][CH:20]=2)=[O:15])=[N:10][CH:9]=1)([CH3:6])[C:3]([OH:5])=[O:4].[F:32]C1C=CC(CCBr)=CC=1.C(OC(=O)C(SC1SC(N)=NC=1)(C)C)C. (6) Given the product [NH2:13][C:10]1[C:11]([OH:12])=[C:6]([C:2]([CH3:5])([CH3:1])[CH2:3][CH3:4])[CH:7]=[C:8]([C:16]2[CH:21]=[CH:20][CH:19]=[C:18]([CH2:22][CH:23]3[S:27][C:26]([N:28]4[CH2:29][CH2:30][O:31][CH2:32][CH2:33]4)=[N:25][C:24]3=[O:34])[CH:17]=2)[CH:9]=1, predict the reactants needed to synthesize it. The reactants are: [CH3:1][C:2]([C:6]1[CH:7]=[C:8]([C:16]2[CH:21]=[CH:20][CH:19]=[C:18]([CH2:22][CH:23]3[S:27][C:26]([N:28]4[CH2:33][CH2:32][O:31][CH2:30][CH2:29]4)=[N:25][C:24]3=[O:34])[CH:17]=2)[CH:9]=[C:10]([N+:13]([O-])=O)[C:11]=1[OH:12])([CH3:5])[CH2:3][CH3:4].P([O-])([O-])O.[Na+].[Na+]. (7) Given the product [Cl:1][C:2]1[CH:3]=[C:4]([N:10]2[CH:18]([CH:19]3[CH2:20][CH2:21][CH2:22][CH2:23]3)[CH:17]3[C:12]([C:13]4[CH:27]=[CH:26][C:25]([C:28]([OH:30])=[O:29])=[CH:24][C:14]=4[CH2:15][CH2:16]3)=[N:11]2)[CH:5]=[CH:6][C:7]=1[C:8]#[N:9], predict the reactants needed to synthesize it. The reactants are: [Cl:1][C:2]1[CH:3]=[C:4]([N:10]2[CH:18]([CH:19]3[CH2:23][CH2:22][CH2:21][CH2:20]3)[CH:17]3[C:12]([C:13]4[CH:27]=[CH:26][C:25]([C:28]([O:30]C)=[O:29])=[CH:24][C:14]=4[CH2:15][CH2:16]3)=[N:11]2)[CH:5]=[CH:6][C:7]=1[C:8]#[N:9].[OH-].[Na+].